This data is from Full USPTO retrosynthesis dataset with 1.9M reactions from patents (1976-2016). The task is: Predict the reactants needed to synthesize the given product. Given the product [C@H:12]12[CH2:14][C@H:9]([NH:8][CH2:13]1)[CH2:10][N:11]2[C:15]1[CH:16]=[CH:17][C:18]([C:21]2[NH:26][C:25](=[O:27])[C:24]([C:28]([OH:30])=[O:29])=[CH:23][C:22]=2[CH2:31][CH3:32])=[CH:19][CH:20]=1, predict the reactants needed to synthesize it. The reactants are: C(OC([N:8]1[CH2:13][C@@H:12]2[CH2:14][C@H:9]1[CH2:10][N:11]2[C:15]1[CH:20]=[CH:19][C:18]([C:21]2[NH:26][C:25](=[O:27])[C:24]([C:28]([OH:30])=[O:29])=[CH:23][C:22]=2[CH2:31][CH3:32])=[CH:17][CH:16]=1)=O)(C)(C)C.C(O)(C(F)(F)F)=O.